From a dataset of Reaction yield outcomes from USPTO patents with 853,638 reactions. Predict the reaction yield, written as a fraction of the theoretical maximum amount of product (1.0 means a 100% yield; for example, 0.34 means a 34% yield). (1) The reactants are [Cl:1][C:2]1[N:7]=[C:6]([C:8]#[N:9])[C:5]([N+:10]([O-])=O)=[CH:4][CH:3]=1.N.S(S([O-])=O)([O-])=[O:15].[Na+].[Na+]. The catalyst is O. The product is [NH2:10][C:5]1[C:6]([C:8]([NH2:9])=[O:15])=[N:7][C:2]([Cl:1])=[CH:3][CH:4]=1. The yield is 0.720. (2) The reactants are [Br:1][C:2]1[CH:7]=[C:6]([Cl:8])[CH:5]=[CH:4][C:3]=1[NH:9][NH2:10].O=[C:12]([CH2:17][CH3:18])[C:13]([O:15][CH3:16])=[O:14]. The catalyst is C(O)C. The product is [CH3:16][O:15][C:13](=[O:14])/[C:12](=[N:10]\[NH:9][C:3]1[CH:4]=[CH:5][C:6]([Cl:8])=[CH:7][C:2]=1[Br:1])/[CH2:17][CH3:18]. The yield is 0.940. (3) The reactants are [Cl:1][C:2]1[CH:7]=[CH:6][N:5]=[C:4]2[CH:8]=[C:9]([C:11]3[S:12][CH:13]=[C:14]([C:16]([O:18]C)=[O:17])[N:15]=3)[S:10][C:3]=12.[OH-].[Na+].Cl. The catalyst is CCOC(C)=O.O. The product is [Cl:1][C:2]1[CH:7]=[CH:6][N:5]=[C:4]2[CH:8]=[C:9]([C:11]3[S:12][CH:13]=[C:14]([C:16]([OH:18])=[O:17])[N:15]=3)[S:10][C:3]=12. The yield is 0.980. (4) The reactants are [Cl:1][C:2]1[C:3]([F:20])=[C:4](B2OC(C)(C)C(C)(C)O2)[C:5]([CH:8]([F:10])[F:9])=[CH:6][CH:7]=1.Cl[C:22]1[CH:27]=[C:26]([O:28][CH3:29])[N:25]=[CH:24][N:23]=1.C1(C)C=CC=CC=1.C([O-])([O-])=O.[Na+].[Na+]. The catalyst is C1C=CC([P]([Pd]([P](C2C=CC=CC=2)(C2C=CC=CC=2)C2C=CC=CC=2)([P](C2C=CC=CC=2)(C2C=CC=CC=2)C2C=CC=CC=2)[P](C2C=CC=CC=2)(C2C=CC=CC=2)C2C=CC=CC=2)(C2C=CC=CC=2)C2C=CC=CC=2)=CC=1.CCO. The product is [Cl:1][C:2]1[C:3]([F:20])=[C:4]([C:22]2[CH:27]=[C:26]([O:28][CH3:29])[N:25]=[CH:24][N:23]=2)[C:5]([CH:8]([F:9])[F:10])=[CH:6][CH:7]=1. The yield is 0.354. (5) The reactants are [CH3:1][O:2][C:3]([C@@H:5]1[CH2:10][CH2:9][CH2:8][N:7]([C:11](=[O:29])[C@@H:12]([NH:14][C:15](=[O:28])[C@@H:16]([NH:20][C:21]([O:23]C(C)(C)C)=O)[CH:17]([CH3:19])[CH3:18])[CH3:13])[NH:6]1)=[O:4].[CH3:30][Si:31](OS(C(F)(F)F)(=O)=O)([CH3:33])[CH3:32].[CH:42](N(CC)C(C)C)(C)C.C(O[C@@H]([C:57]1[CH:66]=[CH:65][C:64]2[C:59](=[CH:60][C:61](/[CH:67]=[CH:68]/[C@:69]([CH3:81])([CH2:73][O:74][CH2:75]C[Si](C)(C)C)C(O)=O)=[CH:62][CH:63]=2)[N:58]=1)C)(=O)C.C[NH3+].F[P-](F)(F)(F)(F)F.N1(OC(N(C)C)=[N+](C)C)C2N=CC=CC=2N=N1.F[P-](F)(F)(F)(F)F.[C:115]([O:118][CH2:119][CH3:120])(=[O:117])[CH3:116]. The catalyst is ClCCl.C(#N)C. The product is [CH3:1][O:2][C:3]([C@@H:5]1[CH2:10][CH2:9][CH2:8][N:7]([C:11](=[O:29])[C@@H:12]([NH:14][C:15](=[O:28])[C@@H:16]([NH:20][C:21](=[O:23])[C@@:69]([CH3:81])([CH2:73][O:74][CH2:75][CH2:30][Si:31]([CH3:33])([CH3:42])[CH3:32])/[CH:68]=[CH:67]/[C:61]2([C@H:119]([O:118][C:115](=[O:117])[CH3:116])[CH3:120])[CH:60]=[C:59]3[C:64]([CH:65]=[CH:66][CH:57]=[N:58]3)=[CH:63][CH2:62]2)[CH:17]([CH3:18])[CH3:19])[CH3:13])[NH:6]1)=[O:4]. The yield is 0.690.